Predict which catalyst facilitates the given reaction. From a dataset of Catalyst prediction with 721,799 reactions and 888 catalyst types from USPTO. (1) Reactant: [CH2:1]([O:8][C:9]1[C:17](Br)=[CH:16][CH:15]=[C:14]2[C:10]=1[CH2:11][C:12](=[O:20])[N:13]2[CH3:19])[C:2]1[CH:7]=[CH:6][CH:5]=[CH:4][CH:3]=1.[N:21]1[CH:26]=[CH:25][CH:24]=[C:23](B(O)O)[CH:22]=1.COCCOC.C(=O)([O-])[O-].[Na+].[Na+]. Product: [CH2:1]([O:8][C:9]1[C:17]([C:23]2[CH:22]=[N:21][CH:26]=[CH:25][CH:24]=2)=[CH:16][CH:15]=[C:14]2[C:10]=1[CH2:11][C:12](=[O:20])[N:13]2[CH3:19])[C:2]1[CH:7]=[CH:6][CH:5]=[CH:4][CH:3]=1. The catalyst class is: 668. (2) Reactant: [F:1][C:2]1[CH:7]=[CH:6][C:5]([CH:8]2[C:12]3([CH2:17][CH2:16][CH2:15][N:14](C(OC(C)(C)C)=O)[CH2:13]3)[C:11](=[O:25])[N:10]([CH2:26][C:27]3[O:28][CH:29]=[CH:30][N:31]=3)[CH2:9]2)=[CH:4][CH:3]=1.C(O)(C(F)(F)F)=O. Product: [F:1][C:2]1[CH:3]=[CH:4][C:5]([CH:8]2[C:12]3([CH2:17][CH2:16][CH2:15][NH:14][CH2:13]3)[C:11](=[O:25])[N:10]([CH2:26][C:27]3[O:28][CH:29]=[CH:30][N:31]=3)[CH2:9]2)=[CH:6][CH:7]=1. The catalyst class is: 2. (3) Reactant: [CH2:1]([N:8]1[CH2:13][CH2:12][CH:11]([C:14]2[CH:23]=[CH:22][C:17]([C:18](OC)=[O:19])=[CH:16][CH:15]=2)[CH:10]([OH:24])[CH2:9]1)[C:2]1[CH:7]=[CH:6][CH:5]=[CH:4][CH:3]=1.[BH4-].[Li+].O. Product: [CH2:1]([N:8]1[CH2:13][CH2:12][CH:11]([C:14]2[CH:15]=[CH:16][C:17]([CH2:18][OH:19])=[CH:22][CH:23]=2)[CH:10]([OH:24])[CH2:9]1)[C:2]1[CH:3]=[CH:4][CH:5]=[CH:6][CH:7]=1.[NH3:8]. The catalyst class is: 7. (4) Reactant: Br[C:2]1[S:6][C:5]2[CH:7]=[C:8]([O:11][CH3:12])[CH:9]=[CH:10][C:4]=2[C:3]=1[O:13][C:14]1[CH:19]=[CH:18][C:17](/[CH:20]=[CH:21]/[C:22]([O:24][CH3:25])=[O:23])=[CH:16][CH:15]=1.[CH:26]([C:29]1[CH:34]=[CH:33][CH:32]=[C:31]([CH3:35])[C:30]=1B(O)O)([CH3:28])[CH3:27].[OH-].[Ba+2].[OH-].Cl. Product: [CH:26]([C:29]1[CH:34]=[CH:33][CH:32]=[C:31]([CH3:35])[C:30]=1[C:2]1[S:6][C:5]2[CH:7]=[C:8]([O:11][CH3:12])[CH:9]=[CH:10][C:4]=2[C:3]=1[O:13][C:14]1[CH:19]=[CH:18][C:17](/[CH:20]=[CH:21]/[C:22]([O:24][CH3:25])=[O:23])=[CH:16][CH:15]=1)([CH3:28])[CH3:27]. The catalyst class is: 437.